The task is: Predict the reactants needed to synthesize the given product.. This data is from Full USPTO retrosynthesis dataset with 1.9M reactions from patents (1976-2016). Given the product [Br:1][C:2]1[CH:3]=[N:4][CH:5]=[C:6]([N+:9]([O-:11])=[O:10])[C:7]=1[Cl:14], predict the reactants needed to synthesize it. The reactants are: [Br:1][CH:2]1[C:7](=O)[C:6]([N+:9]([O-:11])=[O:10])=[CH:5][N:4]=[CH:3]1.O=P(Cl)(Cl)[Cl:14].